Dataset: Full USPTO retrosynthesis dataset with 1.9M reactions from patents (1976-2016). Task: Predict the reactants needed to synthesize the given product. (1) Given the product [Cl:23][C:18]1[CH:17]=[CH:16][N:15]=[C:14]([NH:13][C:5]2[CH:4]=[C:3]([O:2][CH3:1])[C:8]([O:9][CH3:10])=[C:7]([O:11][CH3:12])[CH:6]=2)[N:19]=1, predict the reactants needed to synthesize it. The reactants are: [CH3:1][O:2][C:3]1[CH:4]=[C:5]([NH:13][C:14]2[NH:19][C:18](=O)[CH:17]=[CH:16][N:15]=2)[CH:6]=[C:7]([O:11][CH3:12])[C:8]=1[O:9][CH3:10].P(Cl)(Cl)([Cl:23])=O. (2) Given the product [OH:8][C:7]1[CH:9]=[C:10]([CH:12]=[CH:13][CH:14]=1)[O:11][CH2:16][C:17]1[CH:18]=[C:19]([CH:22]=[CH:23][CH:24]=1)[C:20]#[N:21], predict the reactants needed to synthesize it. The reactants are: C(=O)([O-])[O-].[K+].[K+].[C:7]1([CH:14]=[CH:13][CH:12]=[C:10]([OH:11])[CH:9]=1)[OH:8].Br[CH2:16][C:17]1[CH:18]=[C:19]([CH:22]=[CH:23][CH:24]=1)[C:20]#[N:21]. (3) The reactants are: C([O:8][CH2:9][CH2:10][C@@H:11]1[C:15]2[NH:16][C:17]([C:19]3[CH:20]=[CH:21][CH:22]=[C:23]4[C:28]=3[N:27]=[C:26]([NH:29][C:30]([CH3:33])([CH3:32])[CH3:31])[N:25]([CH3:34])[C:24]4=[O:35])=[CH:18][C:14]=2[C:13](=[O:36])[NH:12]1)C1C=CC=CC=1.B(Cl)(Cl)Cl.CO.C([O-])(O)=O.[Na+]. Given the product [C:30]([NH:29][C:26]1[N:25]([CH3:34])[C:24](=[O:35])[C:23]2[C:28](=[C:19]([C:17]3[NH:16][C:15]4[C@@H:11]([CH2:10][CH2:9][OH:8])[NH:12][C:13](=[O:36])[C:14]=4[CH:18]=3)[CH:20]=[CH:21][CH:22]=2)[N:27]=1)([CH3:32])([CH3:33])[CH3:31], predict the reactants needed to synthesize it. (4) The reactants are: [F:1][C:2]([F:15])([F:14])[C:3]1[CH:12]=[C:11]2[C:6]([CH2:7][CH2:8][NH:9][C:10]2=[O:13])=[CH:5][CH:4]=1.Br[C:17]1[CH:18]=[N:19][CH:20]=[CH:21][C:22]=1[CH:23]([O:26][CH3:27])[O:24][CH3:25].P([O-])([O-])([O-])=O.[K+].[K+].[K+]. Given the product [CH3:25][O:24][CH:23]([O:26][CH3:27])[C:22]1[CH:21]=[CH:20][N:19]=[CH:18][C:17]=1[N:9]1[CH2:8][CH2:7][C:6]2[C:11](=[CH:12][C:3]([C:2]([F:1])([F:14])[F:15])=[CH:4][CH:5]=2)[C:10]1=[O:13], predict the reactants needed to synthesize it.